Dataset: Reaction yield outcomes from USPTO patents with 853,638 reactions. Task: Predict the reaction yield, written as a fraction of the theoretical maximum amount of product (1.0 means a 100% yield; for example, 0.34 means a 34% yield). (1) The reactants are [F:1][C:2]1[CH:7]=[CH:6][C:5]([C:8]2[C:9]3[N:10]([C:22]([CH:25]=[CH2:26])=[CH:23][CH:24]=3)[N:11]=[C:12]([CH:19]([CH3:21])[CH3:20])[C:13]=2[C:14]([O:16][CH2:17][CH3:18])=[O:15])=[CH:4][CH:3]=1. The catalyst is [Pd].C(O)C. The product is [CH2:25]([C:22]1[N:10]2[N:11]=[C:12]([CH:19]([CH3:21])[CH3:20])[C:13]([C:14]([O:16][CH2:17][CH3:18])=[O:15])=[C:8]([C:5]3[CH:6]=[CH:7][C:2]([F:1])=[CH:3][CH:4]=3)[C:9]2=[CH:24][CH:23]=1)[CH3:26]. The yield is 1.00. (2) The reactants are [F:1][C:2]1[CH:3]=[C:4]([CH:24]=[C:25]([O:28][CH3:29])[C:26]=1[OH:27])/[CH:5]=[C:6]1/[C:7](=[O:23])[N:8]2[C:13]([C:14]3[CH:22]=[CH:21][C:17]([C:18](O)=[O:19])=[CH:16][CH:15]=3)=[CH:12][N:11]=[C:9]2[S:10]/1.Cl.[F:31][CH:32]1[CH2:35][NH:34][CH2:33]1. No catalyst specified. The product is [F:31][CH:32]1[CH2:35][N:34]([C:18]([C:17]2[CH:16]=[CH:15][C:14]([C:13]3[N:8]=[C:9]4[N:11]([CH:12]=3)[C:7](=[O:23])/[C:6](=[CH:5]/[C:4]3[CH:24]=[C:25]([O:28][CH3:29])[C:26]([OH:27])=[C:2]([F:1])[CH:3]=3)/[S:10]4)=[CH:22][CH:21]=2)=[O:19])[CH2:33]1. The yield is 0.590. (3) The reactants are [F:1][C:2]1[CH:7]=[CH:6][C:5]([F:8])=[CH:4][C:3]=1[C@H:9]1[CH2:13][CH2:12][CH2:11][N:10]1[C:14]1[CH:19]=[CH:18][N:17]2[N:20]=[CH:21][C:22]([NH:23][C:24](=[O:29])[C:25]([O:27]C)=[O:26])=[C:16]2[N:15]=1.O[Li].O. The catalyst is C1COCC1.CO.O. The product is [F:1][C:2]1[CH:7]=[CH:6][C:5]([F:8])=[CH:4][C:3]=1[C@H:9]1[CH2:13][CH2:12][CH2:11][N:10]1[C:14]1[CH:19]=[CH:18][N:17]2[N:20]=[CH:21][C:22]([NH:23][C:24](=[O:29])[C:25]([OH:27])=[O:26])=[C:16]2[N:15]=1. The yield is 0.520. (4) The reactants are [C:1]([CH:3]=[C:4]1[CH2:7][N:6](C(OC(C)(C)C)=O)[CH2:5]1)#[N:2].C(N(C(C)C)CC)(C)C.[CH2:24]([S:26](Cl)(=[O:28])=[O:27])[CH3:25].C(OCC)(=O)C. The catalyst is C(#N)C.Cl.CCCCCCC. The product is [CH2:24]([S:26]([N:6]1[CH2:5][C:4](=[CH:3][C:1]#[N:2])[CH2:7]1)(=[O:28])=[O:27])[CH3:25]. The yield is 0.586. (5) The reactants are [CH3:1][C:2]1[NH:6][C:5]2[C:7]([C:17]([O:19]C)=[O:18])=[CH:8][C:9]([N:11]3[CH2:16][CH2:15][O:14][CH2:13][CH2:12]3)=[CH:10][C:4]=2[N:3]=1.[CH3:21][C:22]1[CH:29]=[CH:28][CH:27]=[CH:26][C:23]=1[CH2:24]Br.C(=O)([O-])[O-].[K+].[K+].[OH-].[Li+]. The catalyst is CN(C)C=O.O1CCCC1.O. The product is [CH3:1][C:2]1[N:3]([CH2:21][C:22]2[CH:29]=[CH:28][CH:27]=[CH:26][C:23]=2[CH3:24])[C:4]2[CH:10]=[C:9]([N:11]3[CH2:12][CH2:13][O:14][CH2:15][CH2:16]3)[CH:8]=[C:7]([C:17]([OH:19])=[O:18])[C:5]=2[N:6]=1. The yield is 0.575.